This data is from Catalyst prediction with 721,799 reactions and 888 catalyst types from USPTO. The task is: Predict which catalyst facilitates the given reaction. (1) Reactant: O.Cl.[NH:3]1[CH2:8][CH2:7][C:6](=[O:9])[CH2:5][CH2:4]1.Br[CH2:11][CH:12]1[CH2:14][CH2:13]1.C(=O)([O-])[O-].[Na+].[Na+]. Product: [CH:12]1([CH2:11][N:3]2[CH2:8][CH2:7][C:6](=[O:9])[CH2:5][CH2:4]2)[CH2:14][CH2:13]1. The catalyst class is: 10. (2) Reactant: O=[C:2]1[CH2:7][CH2:6][CH2:5][CH2:4][CH:3]1[C:8]([O:10]CC)=O.[NH:13]([C:15]1[CH:20]=[CH:19][CH:18]=[CH:17][N:16]=1)[NH2:14]. Product: [N:16]1[CH:17]=[CH:18][CH:19]=[CH:20][C:15]=1[N:13]1[C:8]([OH:10])=[C:3]2[C:2]([CH2:7][CH2:6][CH2:5][CH2:4]2)=[N:14]1. The catalyst class is: 15. (3) Reactant: [Cl:1][C:2]1[CH:7]=[CH:6][C:5]([C:8]2[CH:16]=[CH:15][CH:14]=[C:13]3[C:9]=2[CH2:10][C:11](=[O:17])[NH:12]3)=[CH:4][CH:3]=1.[CH3:18][N:19]([CH3:35])[C@H:20]1[CH2:24][CH2:23][N:22]([C:25]([C:27]2[CH:31]=[C:30]([CH3:32])[NH:29][C:28]=2[CH:33]=O)=[O:26])[CH2:21]1. Product: [Cl:1][C:2]1[CH:3]=[CH:4][C:5]([C:8]2[CH:16]=[CH:15][CH:14]=[C:13]3[C:9]=2[C:10](=[CH:33][C:28]2[NH:29][C:30]([CH3:32])=[CH:31][C:27]=2[C:25]([N:22]2[CH2:23][CH2:24][C@H:20]([N:19]([CH3:18])[CH3:35])[CH2:21]2)=[O:26])[C:11](=[O:17])[NH:12]3)=[CH:6][CH:7]=1. The catalyst class is: 360. (4) Reactant: [O:1]1[C:5]2[CH:6]=[CH:7][C:8]([C:10]([NH:12][NH2:13])=[O:11])=[CH:9][C:4]=2[CH2:3][CH2:2]1.[OH-].[K+].[C:16](=S)=[S:17].Cl. Product: [O:1]1[C:5]2[CH:6]=[CH:7][C:8]([C:10]3[O:11][C:16]([SH:17])=[N:13][N:12]=3)=[CH:9][C:4]=2[CH2:3][CH2:2]1. The catalyst class is: 72. (5) Reactant: [NH2:1]OS(O)(=O)=O.[CH2:7]([S:9][CH2:10][CH3:11])[CH3:8].[OH-].[Na+].[Cl:14][C:15]1[CH:16]=[C:17]([CH3:27])[C:18]2[NH:23]C(=O)[O:21][C:20](=O)[C:19]=2[CH:26]=1.CC1CCCO1. Product: [NH2:23][C:18]1[C:17]([CH3:27])=[CH:16][C:15]([Cl:14])=[CH:26][C:19]=1[C:20]([N:1]=[S:9]([CH2:10][CH3:11])[CH2:7][CH3:8])=[O:21]. The catalyst class is: 6. (6) Reactant: Cl[C:2]1[CH:7]=[C:6](Cl)[N:5]=[C:4]([NH:9][CH:10]([CH3:19])[C:11]([NH:13][CH2:14][C:15]([F:18])([F:17])[F:16])=[O:12])[N:3]=1.[CH:20]([N:23]([CH:26]([CH3:28])C)CC)([CH3:22])C.CC1(C)C(C)(C)OB([C:37]2[C:45]3[CH:44]=[N:43][CH:42]=[N:41][C:40]=3[N:39](S(C3C=CC(C)=CC=3)(=O)=O)[CH:38]=2)[O:31]1.[F-:57].[Cs+].[OH2:59]. Product: [OH:59][C:14]([C:15]([F:18])([F:16])[F:57])=[O:31].[N:23]1([C:2]2[CH:7]=[C:6]([C:37]3[C:45]4[CH:44]=[N:43][CH:42]=[N:41][C:40]=4[NH:39][CH:38]=3)[N:5]=[C:4]([NH:9][CH:10]([CH3:19])[C:11]([NH:13][CH2:14][C:15]([F:18])([F:17])[F:16])=[O:12])[N:3]=2)[CH2:20][CH2:22][CH2:28][CH2:26]1. The catalyst class is: 57.